Dataset: Full USPTO retrosynthesis dataset with 1.9M reactions from patents (1976-2016). Task: Predict the reactants needed to synthesize the given product. Given the product [CH3:7][N:8]1[CH2:13][CH2:12][CH:11]([O:14][C:16]2[CH:23]=[CH:22][C:19]([C:20]#[N:21])=[CH:18][C:17]=2[C:24]([F:25])([F:27])[F:26])[CH2:10][CH2:9]1, predict the reactants needed to synthesize it. The reactants are: CC(C)([O-])C.[K+].[CH3:7][N:8]1[CH2:13][CH2:12][CH:11]([OH:14])[CH2:10][CH2:9]1.F[C:16]1[CH:23]=[CH:22][C:19]([C:20]#[N:21])=[CH:18][C:17]=1[C:24]([F:27])([F:26])[F:25].[Cl-].[NH4+].